Dataset: Catalyst prediction with 721,799 reactions and 888 catalyst types from USPTO. Task: Predict which catalyst facilitates the given reaction. (1) The catalyst class is: 4. Product: [CH:1]1([N:4]2[C:9](=[O:10])[C:8]3[C:11]([NH:18][C:19]4[CH:24]=[CH:23][C:22]([I:25])=[CH:21][C:20]=4[F:26])=[C:12]([F:17])[C:13](=[O:16])[N:14]([CH3:15])[C:7]=3[C:6]([C:27]3[CH:32]=[CH:31][CH:30]=[C:29]([N:33]4[CH2:44][CH2:45][CH2:46][C:47]4=[O:48])[CH:28]=3)=[N:5]2)[CH2:3][CH2:2]1. Reactant: [CH:1]1([N:4]2[C:9](=[O:10])[C:8]3[C:11]([NH:18][C:19]4[CH:24]=[CH:23][C:22]([I:25])=[CH:21][C:20]=4[F:26])=[C:12]([F:17])[C:13](=[O:16])[N:14]([CH3:15])[C:7]=3[C:6]([C:27]3[CH:32]=[CH:31][CH:30]=[C:29]([N+:33]([O-])=O)[CH:28]=3)=[N:5]2)[CH2:3][CH2:2]1.C(N(CC)CC)C.Cl[CH2:44][CH2:45][CH2:46][C:47](Cl)=[O:48].C1CCN2C(=NCCC2)CC1. (2) Reactant: [C:1]1([S:7]([N:10]2[C:14]3=[N:15][CH:16]=[C:17]([N+:41]([O-])=O)[C:18]([NH:19][CH:20]4[CH2:28][CH:27]5[CH:23]([CH2:24][C:25](=[O:40])[N:26]5[CH2:29][C:30]5[CH:35]=[CH:34][C:33]([O:36][CH3:37])=[CH:32][C:31]=5[O:38][CH3:39])[CH2:22][CH2:21]4)=[C:13]3[CH:12]=[CH:11]2)(=[O:9])=[O:8])[CH:6]=[CH:5][CH:4]=[CH:3][CH:2]=1.[Cl-].[NH4+].O. Product: [NH2:41][C:17]1[C:18]([NH:19][CH:20]2[CH2:28][CH:27]3[CH:23]([CH2:24][C:25](=[O:40])[N:26]3[CH2:29][C:30]3[CH:35]=[CH:34][C:33]([O:36][CH3:37])=[CH:32][C:31]=3[O:38][CH3:39])[CH2:22][CH2:21]2)=[C:13]2[CH:12]=[CH:11][N:10]([S:7]([C:1]3[CH:6]=[CH:5][CH:4]=[CH:3][CH:2]=3)(=[O:8])=[O:9])[C:14]2=[N:15][CH:16]=1. The catalyst class is: 186. (3) Reactant: CO[C:3]1[CH:4]=[C:5](CCCCCCCCC2C=CC(N)=CC=2)[C:6]2[C:11]([C:12]=1OC)=[CH:10][CH:9]=[CH:8][CH:7]=2.CCN(CC)CC.Cl[C:38]1[C:39]2[C:44]([N:45]=[C:46]3[C:51]=1[CH:50]=[CH:49][CH:48]=[CH:47]3)=[CH:43][CH:42]=[CH:41][CH:40]=2. Product: [C:10]1([C:40]2[C:39]3[C:44](=[N:45][C:46]4[C:51]([CH:38]=3)=[CH:50][CH:49]=[CH:48][CH:47]=4)[CH:43]=[CH:42][CH:41]=2)[C:11]2[C:6](=[CH:5][CH:4]=[CH:3][CH:12]=2)[CH:7]=[CH:8][CH:9]=1. The catalyst class is: 5. (4) Reactant: [Cl:1][C:2]1[N:7]=[CH:6][C:5]2[C:8](=[O:16])[NH:9][N:10]([C:11]([O:13][CH2:14][CH3:15])=[O:12])[C:4]=2[CH:3]=1.C(=O)([O-])[O-].[K+].[K+].[CH2:23](Br)[C:24]1[CH:29]=[CH:28][CH:27]=[CH:26][CH:25]=1.O. Product: [CH2:23]([N:9]1[C:8](=[O:16])[C:5]2[CH:6]=[N:7][C:2]([Cl:1])=[CH:3][C:4]=2[N:10]1[C:11]([O:13][CH2:14][CH3:15])=[O:12])[C:24]1[CH:29]=[CH:28][CH:27]=[CH:26][CH:25]=1. The catalyst class is: 3. (5) Reactant: [Br:1][C:2]1[C:3]([CH3:9])=[C:4]([CH:6]=[CH:7][CH:8]=1)[NH2:5].[N+]([C:13]1[CH:14]=C(S([O-])(=O)=O)C=C[CH:18]=1)([O-])=O.[Na+].C(O)C(O)CO.S(=O)(=O)(O)O.[OH-].[Na+]. Product: [Br:1][C:2]1[C:3]([CH3:9])=[C:4]2[C:6]([CH:18]=[CH:13][CH:14]=[N:5]2)=[CH:7][CH:8]=1. The catalyst class is: 229.